From a dataset of Catalyst prediction with 721,799 reactions and 888 catalyst types from USPTO. Predict which catalyst facilitates the given reaction. (1) Reactant: CN(CCN(C)C)C.[Cl:9][C:10]1[CH:15]=[CH:14][C:13]([NH:16][C:17](=[O:22])[C:18]([CH3:21])([CH3:20])[CH3:19])=[CH:12][CH:11]=1.[Li]CCCC.C[O:29][C:30](=O)[C:31]([F:34])([F:33])[F:32].Cl. Product: [Cl:9][C:10]1[CH:11]=[CH:12][C:13]([NH:16][C:17](=[O:22])[C:18]([CH3:19])([CH3:21])[CH3:20])=[C:14]([C:30](=[O:29])[C:31]([F:34])([F:33])[F:32])[CH:15]=1. The catalyst class is: 28. (2) Reactant: [O:1]=[C:2]1[C:10]2[C:5](=[CH:6][CH:7]=[CH:8][CH:9]=2)[C:4](=[O:11])[N:3]1[CH:12]([CH2:16][CH:17]([CH3:19])[CH3:18])[C:13]([OH:15])=O.[NH2:20][C:21]1[S:22][CH:23]=[CH:24][N:25]=1.CN(C(ON1N=NC2C=CC=CC1=2)=[N+](C)C)C.F[P-](F)(F)(F)(F)F.CCN(CC)CC. Product: [O:11]=[C:4]1[C:5]2[C:10](=[CH:9][CH:8]=[CH:7][CH:6]=2)[C:2](=[O:1])[N:3]1[CH:12]([CH2:16][CH:17]([CH3:19])[CH3:18])[C:13]([NH:20][C:21]1[S:22][CH:23]=[CH:24][N:25]=1)=[O:15]. The catalyst class is: 3. (3) Reactant: [F:1][CH:2]([F:20])[O:3][C:4]1[CH:9]=[CH:8][C:7]([NH:10][C:11]2[CH:16]=[CH:15][C:14]([C:17](=O)[CH3:18])=[CH:13][CH:12]=2)=[CH:6][CH:5]=1.[NH2:21][OH:22]. Product: [F:1][CH:2]([F:20])[O:3][C:4]1[CH:9]=[CH:8][C:7]([NH:10][C:11]2[CH:16]=[CH:15][C:14](/[C:17](=[N:21]\[OH:22])/[CH3:18])=[CH:13][CH:12]=2)=[CH:6][CH:5]=1. The catalyst class is: 8. (4) Reactant: [CH3:1][O:2][C:3]1[CH:19]=[CH:18][C:6]([CH2:7][O:8][CH2:9][C:10]2[O:14][N:13]=[C:12]([C:15]([OH:17])=O)[CH:11]=2)=[CH:5][CH:4]=1.C(N(CC)CC)C.Cl.C(N=C=NCCCN(C)C)C.ON1C2C=CC=CC=2N=N1.[O:49]1[CH2:54][CH2:53][CH:52]([CH2:55][NH2:56])[CH2:51][CH2:50]1. Product: [O:49]1[CH2:54][CH2:53][CH:52]([CH2:55][NH:56][C:15]([C:12]2[CH:11]=[C:10]([CH2:9][O:8][CH2:7][C:6]3[CH:5]=[CH:4][C:3]([O:2][CH3:1])=[CH:19][CH:18]=3)[O:14][N:13]=2)=[O:17])[CH2:51][CH2:50]1. The catalyst class is: 408.